From a dataset of Reaction yield outcomes from USPTO patents with 853,638 reactions. Predict the reaction yield, written as a fraction of the theoretical maximum amount of product (1.0 means a 100% yield; for example, 0.34 means a 34% yield). (1) The reactants are [O:1]1[C:5]2[CH:6]=[CH:7][CH:8]=[CH:9][C:4]=2[CH:3]=[C:2]1[C:10]1[C:18]2[C:13](=[CH:14][CH:15]=[C:16]([C:19]([OH:21])=O)[CH:17]=2)[N:12](C2CCCCO2)[N:11]=1.F[P-](F)(F)(F)(F)F.N1(OC(N(C)C)=[N+](C)C)C2C=CC=CC=2N=N1.[CH3:52][N:53]([CH3:59])[CH2:54][CH2:55][CH2:56][CH2:57][NH2:58]. No catalyst specified. The product is [O:1]1[C:5]2[CH:6]=[CH:7][CH:8]=[CH:9][C:4]=2[CH:3]=[C:2]1[C:10]1[C:18]2[C:13](=[CH:14][CH:15]=[C:16]([C:19]([NH:58][CH2:57][CH2:56][CH2:55][CH2:54][N:53]([CH3:59])[CH3:52])=[O:21])[CH:17]=2)[NH:12][N:11]=1. The yield is 0.300. (2) The reactants are Cl[C:2]1[CH:3]=[C:4]([CH:9]=[CH:10][N:11]=1)[C:5]([O:7][CH3:8])=[O:6].[Cl-].[F:13][C:14]1[CH:21]=[CH:20][C:17]([CH2:18][Zn+])=[CH:16][CH:15]=1. The catalyst is C1COCC1.C1C=CC([P]([Pd]([P](C2C=CC=CC=2)(C2C=CC=CC=2)C2C=CC=CC=2)([P](C2C=CC=CC=2)(C2C=CC=CC=2)C2C=CC=CC=2)[P](C2C=CC=CC=2)(C2C=CC=CC=2)C2C=CC=CC=2)(C2C=CC=CC=2)C2C=CC=CC=2)=CC=1. The product is [F:13][C:14]1[CH:21]=[CH:20][C:17]([CH2:18][C:2]2[CH:3]=[C:4]([CH:9]=[CH:10][N:11]=2)[C:5]([O:7][CH3:8])=[O:6])=[CH:16][CH:15]=1. The yield is 0.880. (3) The reactants are [C:1]([NH:8][C:9]1[CH:13]=[C:12]([C:14]([CH3:17])([CH3:16])[CH3:15])[S:11][C:10]=1[C:18]([O:20]C)=[O:19])([O:3][C:4]([CH3:7])([CH3:6])[CH3:5])=[O:2].C1COCC1.[OH-].[Na+]. The catalyst is CO. The product is [C:1]([NH:8][C:9]1[CH:13]=[C:12]([C:14]([CH3:17])([CH3:16])[CH3:15])[S:11][C:10]=1[C:18]([OH:20])=[O:19])([O:3][C:4]([CH3:7])([CH3:6])[CH3:5])=[O:2]. The yield is 0.650. (4) The reactants are [Cl:1][C:2]1[CH:7]=[CH:6][C:5]([C:8]2([OH:35])[CH2:13][CH2:12][N:11]([CH2:14][CH2:15][CH:16]=[C:17]3[C:23]4[CH:24]=[CH:25][CH:26]=[N:27][C:22]=4[CH2:21][O:20][C:19]4[CH:28]=[CH:29][C:30]([OH:32])=[CH:31][C:18]3=4)[CH2:10][C:9]2([CH3:34])[CH3:33])=[CH:4][CH:3]=1.[H-].[Na+].CN(C)[CH:40]=[O:41]. No catalyst specified. The product is [CH2:19]([O:20][C:40](=[O:41])[C:2]([O:32][C:30]1[CH:29]=[CH:28][C:19]2[O:20][CH2:21][C:22]3[N:27]=[CH:26][CH:25]=[CH:24][C:23]=3[C:17](=[CH:16][CH2:15][CH2:14][N:11]3[CH2:12][CH2:13][C:8]([C:5]4[CH:6]=[CH:7][C:2]([Cl:1])=[CH:3][CH:4]=4)([OH:35])[C:9]([CH3:33])([CH3:34])[CH2:10]3)[C:18]=2[CH:31]=1)([CH3:7])[CH3:3])[CH3:18]. The yield is 0.760. (5) The reactants are Br[C:2]1[CH:26]=[CH:25][C:5]([O:6][C:7]2[CH:12]=[CH:11][C:10]([S:13]([CH:16]3[CH:21]([C:22]([OH:24])=[O:23])[NH:20][CH2:19][CH2:18][S:17]3)(=[O:15])=[O:14])=[CH:9][CH:8]=2)=[CH:4][CH:3]=1.[O:27]1[CH:31]=[CH:30][C:29](B(O)O)=[CH:28]1.C(O)C. The catalyst is C1C=CC=CC=1.C(=O)([O-])[O-].[Na+].[Na+].C1C=CC([P]([Pd]([P](C2C=CC=CC=2)(C2C=CC=CC=2)C2C=CC=CC=2)([P](C2C=CC=CC=2)(C2C=CC=CC=2)C2C=CC=CC=2)[P](C2C=CC=CC=2)(C2C=CC=CC=2)C2C=CC=CC=2)(C2C=CC=CC=2)C2C=CC=CC=2)=CC=1. The product is [O:27]1[CH:31]=[CH:30][C:29]([C:2]2[CH:26]=[CH:25][C:5]([O:6][C:7]3[CH:8]=[CH:9][C:10]([S:13]([CH:16]4[CH:21]([C:22]([OH:24])=[O:23])[NH:20][CH2:19][CH2:18][S:17]4)(=[O:15])=[O:14])=[CH:11][CH:12]=3)=[CH:4][CH:3]=2)=[CH:28]1. The yield is 0.670. (6) The reactants are [CH3:1][C:2]([CH3:9])([CH3:8])[C:3](=O)[CH2:4][C:5]#[N:6].Cl.[CH3:11][C:12]1[CH:17]=[CH:16][CH:15]=[CH:14][C:13]=1[NH:18][NH2:19].C(O)(=O)C.C(=O)(O)[O-].[Na+]. The catalyst is C(O)C.CCCCCC. The product is [C:2]([C:3]1[CH:4]=[C:5]([NH2:6])[N:18]([C:13]2[CH:14]=[CH:15][CH:16]=[CH:17][C:12]=2[CH3:11])[N:19]=1)([CH3:9])([CH3:8])[CH3:1]. The yield is 0.930. (7) The reactants are [C:1]1([NH2:8])[CH:6]=[CH:5][CH:4]=[CH:3][C:2]=1[NH2:7].[O:9]([CH2:16][C:17](O)=O)[C:10]1[CH:15]=[CH:14][CH:13]=[CH:12][CH:11]=1. The catalyst is Cl. The product is [O:9]([CH2:16][C:17]1[NH:8][C:1]2[CH:6]=[CH:5][CH:4]=[CH:3][C:2]=2[N:7]=1)[C:10]1[CH:15]=[CH:14][CH:13]=[CH:12][CH:11]=1. The yield is 0.900. (8) The reactants are [F:1][C:2]([F:14])([F:13])[O:3][C:4]1[CH:9]=[CH:8][C:7]([N:10]=[C:11]=[O:12])=[CH:6][CH:5]=1.[NH2:15][CH:16]([CH:32]([CH3:34])[CH3:33])[C:17]([N:19]([CH2:25][C:26]1[CH:31]=[CH:30][CH:29]=[CH:28][CH:27]=1)[CH2:20][CH2:21][N:22]([CH3:24])[CH3:23])=[O:18]. The catalyst is ClCCl. The product is [CH2:25]([N:19]([CH2:20][CH2:21][N:22]([CH3:23])[CH3:24])[C:17](=[O:18])[C@@H:16]([NH:15][C:11]([NH:10][C:7]1[CH:6]=[CH:5][C:4]([O:3][C:2]([F:13])([F:14])[F:1])=[CH:9][CH:8]=1)=[O:12])[CH:32]([CH3:33])[CH3:34])[C:26]1[CH:31]=[CH:30][CH:29]=[CH:28][CH:27]=1. The yield is 0.690.